From a dataset of Full USPTO retrosynthesis dataset with 1.9M reactions from patents (1976-2016). Predict the reactants needed to synthesize the given product. (1) The reactants are: [Cl:1][C:2]1[CH:7]=[CH:6][C:5]([CH2:8][C:9](=O)[CH:10]([CH3:12])[CH3:11])=[CH:4][C:3]=1[O:14][CH2:15][CH2:16][CH2:17][O:18][CH3:19].[BH3-]C#[N:22].[Na+].[OH-].[Na+]. Given the product [Cl:1][C:2]1[CH:7]=[CH:6][C:5]([CH2:8][CH:9]([NH2:22])[CH:10]([CH3:12])[CH3:11])=[CH:4][C:3]=1[O:14][CH2:15][CH2:16][CH2:17][O:18][CH3:19], predict the reactants needed to synthesize it. (2) Given the product [F:22][C:17]1[CH:16]=[C:15]([N+:12]([O-:14])=[O:13])[CH:20]=[CH:19][C:18]=1[O:21][C:2]1[CH:7]=[CH:6][N:5]=[C:4]2[CH:8]=[C:9]([I:11])[S:10][C:3]=12, predict the reactants needed to synthesize it. The reactants are: Cl[C:2]1[CH:7]=[CH:6][N:5]=[C:4]2[CH:8]=[C:9]([I:11])[S:10][C:3]=12.[N+:12]([C:15]1[CH:20]=[CH:19][C:18]([OH:21])=[C:17]([F:22])[CH:16]=1)([O-:14])=[O:13].C([O-])([O-])=O.[K+].[K+]. (3) Given the product [OH:6][C:7]1[CH:8]=[CH:9][C:10]([C:13]2[CH:18]=[CH:17][C:16]([CH2:19][C:20]([O:22][CH3:23])=[O:21])=[CH:15][CH:14]=2)=[CH:11][CH:12]=1, predict the reactants needed to synthesize it. The reactants are: B(Cl)(Cl)Cl.C[O:6][C:7]1[CH:12]=[CH:11][C:10]([C:13]2[CH:18]=[CH:17][C:16]([CH2:19][C:20]([O:22][CH3:23])=[O:21])=[CH:15][CH:14]=2)=[CH:9][CH:8]=1. (4) Given the product [C:1]([O:5][C:6]([N:8]1[CH2:13][CH2:12][CH:11]([S:14]([C:15]2[CH:20]=[CH:19][C:18]([Br:21])=[CH:17][CH:16]=2)=[O:22])[CH2:10][CH2:9]1)=[O:7])([CH3:4])([CH3:2])[CH3:3], predict the reactants needed to synthesize it. The reactants are: [C:1]([O:5][C:6]([N:8]1[CH2:13][CH2:12][CH:11]([S:14][C:15]2[CH:20]=[CH:19][C:18]([Br:21])=[CH:17][CH:16]=2)[CH2:10][CH2:9]1)=[O:7])([CH3:4])([CH3:3])[CH3:2].[OH:22]S(O)(=O)=O.CC(O)C.OO. (5) The reactants are: [H-].[Al+3].[Li+].[H-].[H-].[H-].[CH3:7][O:8][C:9]1[CH:31]=[CH:30][C:12]([CH2:13][NH:14][C:15]2[N:25]=[CH:24][CH:23]=[C:22]([C:26]([F:29])([F:28])[F:27])[C:16]=2[C:17](OCC)=[O:18])=[CH:11][CH:10]=1.O.O.O.O.O.O.O.O.O.O.S([O-])([O-])(=O)=O.[Na+].[Na+]. Given the product [CH3:7][O:8][C:9]1[CH:10]=[CH:11][C:12]([CH2:13][NH:14][C:15]2[N:25]=[CH:24][CH:23]=[C:22]([C:26]([F:28])([F:29])[F:27])[C:16]=2[CH:17]=[O:18])=[CH:30][CH:31]=1, predict the reactants needed to synthesize it. (6) The reactants are: FC1C=C(C=CC=1)CO[C:7](=[O:26])[C:8]1[CH:13]=[CH:12][C:11]([O:14][CH2:15][C:16]2[CH:21]=[CH:20][CH:19]=[C:18]([F:22])[CH:17]=2)=[CH:10][C:9]=1[N+:23]([O-])=O.COC(=O)[C:33]1C=CC(OCC2C=CC=C(F)C=2)=C[C:34]=1[N+:48]([O-])=O.COC(=O)C1C=CC(F)=[CH:57][C:56]=1[N+:62]([O-])=O.FC1C=C(C=CC=1)C[OH:71].C(=O)([O-])[O-].[K+].[K+]. Given the product [F:22][C:18]1[CH:17]=[C:16]([CH:21]=[CH:20][CH:19]=1)[CH2:15][O:14][C:11]1[CH:10]=[C:9]2[C:8]([C:7](=[O:26])[N:48]([CH2:57][C:56]([NH2:62])=[O:71])[C:34]([CH3:33])=[N:23]2)=[CH:13][CH:12]=1, predict the reactants needed to synthesize it. (7) Given the product [CH3:1][O:2][C:3]1[C:11]2[O:10][C:9]([C:12]([F:13])([F:14])[F:15])=[CH:8][C:7]=2[C:6]([C:16](=[O:19])[CH:17]([CH3:18])[C:24]([O:27][CH3:28])=[O:29])=[CH:5][CH:4]=1, predict the reactants needed to synthesize it. The reactants are: [CH3:1][O:2][C:3]1[C:11]2[O:10][C:9]([C:12]([F:15])([F:14])[F:13])=[CH:8][C:7]=2[C:6]([C:16](=[O:19])[CH2:17][CH3:18])=[CH:5][CH:4]=1.[H-].[Na+].[Cl-].[NH4+].[C:24](=[O:29])([O:27][CH3:28])OC. (8) Given the product [CH2:1]([O:3][C:4]1[N:8]([C:9]2[C:17]3[O:16][CH2:15][C@@H:14]([NH:18][C:19]4[CH:31]=[CH:30][C:22]5[C@H:23]([CH2:26][C:27]([O-:29])=[O:28])[CH2:24][O:25][C:21]=5[CH:20]=4)[C:13]=3[CH:12]=[CH:11][CH:10]=2)[C:7]2[C:32]([F:37])=[C:33]([F:36])[CH:34]=[CH:35][C:6]=2[N:5]=1)[CH3:2].[Na+:39], predict the reactants needed to synthesize it. The reactants are: [CH2:1]([O:3][C:4]1[N:8]([C:9]2[C:17]3[O:16][CH2:15][C@@H:14]([NH:18][C:19]4[CH:31]=[CH:30][C:22]5[C@H:23]([CH2:26][C:27]([OH:29])=[O:28])[CH2:24][O:25][C:21]=5[CH:20]=4)[C:13]=3[CH:12]=[CH:11][CH:10]=2)[C:7]2[C:32]([F:37])=[C:33]([F:36])[CH:34]=[CH:35][C:6]=2[N:5]=1)[CH3:2].[OH-].[Na+:39].